From a dataset of Reaction yield outcomes from USPTO patents with 853,638 reactions. Predict the reaction yield, written as a fraction of the theoretical maximum amount of product (1.0 means a 100% yield; for example, 0.34 means a 34% yield). (1) The reactants are [CH2:1]([O:3][C:4]([C:6]1[C:10]([C:11]2[CH:16]=[CH:15][CH:14]=[C:13]([Cl:17])[CH:12]=2)=[CH:9][S:8][C:7]=1[NH2:18])=[O:5])[CH3:2].[C:19]1(=O)[O:24][C:22](=[O:23])[C:21]2=[CH:25][CH:26]=[CH:27][CH:28]=[C:20]12. The catalyst is C(O)(=O)C. The product is [CH2:1]([O:3][C:4]([C:6]1[C:10]([C:11]2[CH:16]=[CH:15][CH:14]=[C:13]([Cl:17])[CH:12]=2)=[CH:9][S:8][C:7]=1[N:18]1[C:22](=[O:23])[C:21]2[C:20](=[CH:28][CH:27]=[CH:26][CH:25]=2)[C:19]1=[O:24])=[O:5])[CH3:2]. The yield is 0.800. (2) The reactants are Br[C:2]1[CH:13]=[N:12][C:5]2[NH:6][C:7](=[O:11])[CH2:8][CH2:9][CH2:10][C:4]=2[CH:3]=1.[C:14]([O:18][C:19]([CH3:22])([CH3:21])[CH3:20])(=[O:17])[CH:15]=[CH2:16].CCN(C(C)C)C(C)C.CC1C=CC=CC=1P(C1C=CC=CC=1C)C1C=CC=CC=1C.N#N. The catalyst is C(#N)CC.CC([O-])=O.CC([O-])=O.[Pd+2]. The product is [O:11]=[C:7]1[NH:6][C:5]2[N:12]=[CH:13][C:2](/[CH:16]=[CH:15]/[C:14]([O:18][C:19]([CH3:22])([CH3:21])[CH3:20])=[O:17])=[CH:3][C:4]=2[CH2:10][CH2:9][CH2:8]1. The yield is 0.580. (3) The reactants are FC(F)(F)S(O[C:7]1[C:8]([C:18](=[O:20])[CH3:19])=[CH:9][C:10]([Cl:17])=[C:11]2[C:16]=1[N:15]=[CH:14][CH:13]=[CH:12]2)(=O)=O.Cl.[NH:24]1[CH2:29][CH2:28][CH:27]([NH:30][C:31](=[O:34])[O:32][CH3:33])[CH2:26][CH2:25]1.C(=O)([O-])[O-].[Cs+].[Cs+]. The catalyst is O1CCCC1.ClCCl.C([O-])(=O)C.[Pd+2].C([O-])(=O)C.C1C=CC(P(C2C=CC3C(=CC=CC=3)C=2C2C3C(=CC=CC=3)C=CC=2P(C2C=CC=CC=2)C2C=CC=CC=2)C2C=CC=CC=2)=CC=1. The product is [CH3:33][O:32][C:31](=[O:34])[NH:30][CH:27]1[CH2:26][CH2:25][N:24]([C:7]2[C:8]([C:18](=[O:20])[CH3:19])=[CH:9][C:10]([Cl:17])=[C:11]3[C:16]=2[N:15]=[CH:14][CH:13]=[CH:12]3)[CH2:29][CH2:28]1. The yield is 0.400.